Regression. Given two drug SMILES strings and cell line genomic features, predict the synergy score measuring deviation from expected non-interaction effect. From a dataset of NCI-60 drug combinations with 297,098 pairs across 59 cell lines. (1) Drug 1: CC1=C(C=C(C=C1)NC2=NC=CC(=N2)N(C)C3=CC4=NN(C(=C4C=C3)C)C)S(=O)(=O)N.Cl. Drug 2: CC1=CC=C(C=C1)C2=CC(=NN2C3=CC=C(C=C3)S(=O)(=O)N)C(F)(F)F. Cell line: SN12C. Synergy scores: CSS=16.9, Synergy_ZIP=-1.11, Synergy_Bliss=4.10, Synergy_Loewe=4.45, Synergy_HSA=4.55. (2) Drug 1: C1CC(=O)NC(=O)C1N2CC3=C(C2=O)C=CC=C3N. Drug 2: CCC1=C2CN3C(=CC4=C(C3=O)COC(=O)C4(CC)O)C2=NC5=C1C=C(C=C5)O. Cell line: EKVX. Synergy scores: CSS=10.5, Synergy_ZIP=-3.68, Synergy_Bliss=-1.13, Synergy_Loewe=-6.80, Synergy_HSA=-0.207. (3) Drug 1: CCC1=CC2CC(C3=C(CN(C2)C1)C4=CC=CC=C4N3)(C5=C(C=C6C(=C5)C78CCN9C7C(C=CC9)(C(C(C8N6C)(C(=O)OC)O)OC(=O)C)CC)OC)C(=O)OC.C(C(C(=O)O)O)(C(=O)O)O. Drug 2: COCCOC1=C(C=C2C(=C1)C(=NC=N2)NC3=CC=CC(=C3)C#C)OCCOC.Cl. Cell line: SF-295. Synergy scores: CSS=48.4, Synergy_ZIP=-1.27, Synergy_Bliss=0.872, Synergy_Loewe=-14.3, Synergy_HSA=1.35.